Dataset: Forward reaction prediction with 1.9M reactions from USPTO patents (1976-2016). Task: Predict the product of the given reaction. Given the reactants Cl.[Cl:2][C:3]1[CH:21]=[CH:20][CH:19]=[CH:18][C:4]=1[CH:5]([O:13][CH:14]1[CH2:17][NH:16][CH2:15]1)[C:6]1[CH:11]=[CH:10][CH:9]=[CH:8][C:7]=1[Cl:12].[N-]=C=O.ClC1C=CC=CC=1C(O[CH:37]1[CH2:40][N:39]([C:41](NC(C)(C)C)=[O:42])[CH2:38]1)C1C=CC=CC=1Cl, predict the reaction product. The product is: [Cl:12][C:7]1[CH:8]=[CH:9][CH:10]=[CH:11][C:6]=1[CH:5]([O:13][CH:14]1[CH2:17][N:16]([C:41]([NH:39][CH2:38][CH:37]=[CH2:40])=[O:42])[CH2:15]1)[C:4]1[CH:18]=[CH:19][CH:20]=[CH:21][C:3]=1[Cl:2].